From a dataset of Reaction yield outcomes from USPTO patents with 853,638 reactions. Predict the reaction yield, written as a fraction of the theoretical maximum amount of product (1.0 means a 100% yield; for example, 0.34 means a 34% yield). (1) The reactants are Br[C:2]1[CH:3]=[C:4]2[C:10]([C:11]([C:13]3[CH:14]=[C:15]([NH:20][C:21]([NH:23][CH2:24][CH2:25][CH2:26][CH3:27])=[O:22])[CH:16]=[CH:17][C:18]=3[F:19])=[O:12])=[CH:9][NH:8][C:5]2=[N:6][CH:7]=1.[N:28]1[CH:33]=[CH:32][CH:31]=[C:30](B(O)O)[CH:29]=1.C(#N)C. The catalyst is C(=O)([O-])[O-].[K+].[K+].O.C1C=CC([P]([Pd]([P](C2C=CC=CC=2)(C2C=CC=CC=2)C2C=CC=CC=2)([P](C2C=CC=CC=2)(C2C=CC=CC=2)C2C=CC=CC=2)[P](C2C=CC=CC=2)(C2C=CC=CC=2)C2C=CC=CC=2)(C2C=CC=CC=2)C2C=CC=CC=2)=CC=1. The product is [CH2:24]([NH:23][C:21]([NH:20][C:15]1[CH:16]=[CH:17][C:18]([F:19])=[C:13]([C:11]([C:10]2[C:4]3[C:5](=[N:6][CH:7]=[C:2]([C:30]4[CH:29]=[N:28][CH:33]=[CH:32][CH:31]=4)[CH:3]=3)[NH:8][CH:9]=2)=[O:12])[CH:14]=1)=[O:22])[CH2:25][CH2:26][CH3:27]. The yield is 0.610. (2) The reactants are [CH3:1][C:2]1[CH:10]=[C:9]([Br:11])[CH:8]=[CH:7][C:3]=1[C:4]([OH:6])=[O:5].[CH3:12][C:13]([CH3:17])([CH3:16])[CH2:14]O.N1C=CC=CC=1. The catalyst is O=S(Cl)Cl. The product is [CH3:1][C:2]1[CH:10]=[C:9]([Br:11])[CH:8]=[CH:7][C:3]=1[C:4]([O:6][CH2:12][C:13]([CH3:17])([CH3:16])[CH3:14])=[O:5]. The yield is 0.680. (3) The reactants are [F:1][C:2]1[CH:30]=[CH:29][C:5]([CH2:6][N:7]2[CH:11]=[CH:10][N:9]([C:12]3[S:13][C:14]([C:18]([NH:20][CH2:21][C:22]4[CH:23]=[N:24][CH:25]=[CH:26][CH:27]=4)=[O:19])=[C:15]([CH3:17])[N:16]=3)[C:8]2=[O:28])=[CH:4][CH:3]=1.[CH2:31]([Zn]CC)C.ICI.[Cl-].[NH4+]. The catalyst is O1CCCC1. The product is [F:1][C:2]1[CH:3]=[CH:4][C:5]([CH2:6][N:7]2[CH:11]3[CH:10]([CH2:31]3)[N:9]([C:12]3[S:13][C:14]([C:18]([NH:20][CH2:21][C:22]4[CH:23]=[N:24][CH:25]=[CH:26][CH:27]=4)=[O:19])=[C:15]([CH3:17])[N:16]=3)[C:8]2=[O:28])=[CH:29][CH:30]=1. The yield is 0.0700. (4) The reactants are [Cl:1][C:2]1[CH:7]=[CH:6][CH:5]=[C:4]([N+:8]([O-:10])=[O:9])[C:3]=1Cl.[C:12]([O:16][C:17]([N:19]1[CH2:24][CH2:23][NH:22][CH2:21][CH2:20]1)=[O:18])([CH3:15])([CH3:14])[CH3:13].C([O-])([O-])=O.[K+].[K+]. The catalyst is C(#N)C. The product is [C:12]([O:16][C:17]([N:19]1[CH2:24][CH2:23][N:22]([C:3]2[C:4]([N+:8]([O-:10])=[O:9])=[CH:5][CH:6]=[CH:7][C:2]=2[Cl:1])[CH2:21][CH2:20]1)=[O:18])([CH3:15])([CH3:13])[CH3:14]. The yield is 0.700.